From a dataset of Forward reaction prediction with 1.9M reactions from USPTO patents (1976-2016). Predict the product of the given reaction. Given the reactants [ClH:1].Cl.C(OC1C=CC(C(N2CC[C@@H](NC)C2)CC2(O)CCCCC2)=CC=1)C1C=CC=CC=1.C(O[C:38](=O)[NH:39][C@@H:40]1[CH2:44][CH2:43][N:42]([C:45](=O)[CH:46]([C:54]2[CH:59]=[CH:58][C:57]([O:60][CH2:61][C:62]3[CH:67]=[CH:66][CH:65]=[CH:64][CH:63]=3)=[CH:56][CH:55]=2)[C:47]2([OH:53])[CH2:52][CH2:51][CH2:50][CH2:49][CH2:48]2)[CH2:41]1)(C)(C)C, predict the reaction product. The product is: [ClH:1].[ClH:1].[CH2:61]([O:60][C:57]1[CH:58]=[CH:59][C:54]([CH:46]([C:47]2([OH:53])[CH2:52][CH2:51][CH2:50][CH2:49][CH2:48]2)[CH2:45][N:42]2[CH2:43][CH2:44][C@@H:40]([NH:39][CH3:38])[CH2:41]2)=[CH:55][CH:56]=1)[C:62]1[CH:63]=[CH:64][CH:65]=[CH:66][CH:67]=1.